This data is from Forward reaction prediction with 1.9M reactions from USPTO patents (1976-2016). The task is: Predict the product of the given reaction. (1) Given the reactants [CH3:1][C:2]1[CH:7]=[C:6]([NH:8][C:9]2[N:14]=[C:13]([NH:15][C:16]3[CH:20]=[C:19]([CH3:21])[NH:18][N:17]=3)[C:12]([C:22]([F:25])([F:24])[F:23])=[CH:11][N:10]=2)[C:5]([CH3:26])=[CH:4][C:3]=1[CH:27]1[CH2:32][CH2:31][C:30](=[O:33])[CH2:29][CH2:28]1.[BH4-].[Na+], predict the reaction product. The product is: [CH3:1][C:2]1[CH:7]=[C:6]([NH:8][C:9]2[N:14]=[C:13]([NH:15][C:16]3[CH:20]=[C:19]([CH3:21])[NH:18][N:17]=3)[C:12]([C:22]([F:24])([F:25])[F:23])=[CH:11][N:10]=2)[C:5]([CH3:26])=[CH:4][C:3]=1[C@H:27]1[CH2:28][CH2:29][C@H:30]([OH:33])[CH2:31][CH2:32]1. (2) Given the reactants Cl.Cl.[NH2:3][C@@H:4]1[C:18](=[O:19])[N:17]2[CH2:20][C@H:21]([O:23][C:24]3[C:33]4[C:28](=[C:29]([CH3:36])[C:30]([O:34][CH3:35])=[CH:31][CH:32]=4)[N:27]=[C:26]([C:37]4[S:38][CH:39]=[C:40]([CH:42]([CH3:44])[CH3:43])[N:41]=4)[CH:25]=3)[CH2:22][C@H:16]2[C:15](=[O:45])[NH:14][C@:13]2([C:47]([NH:49][S:50]([CH:53]3[CH2:55][CH2:54]3)(=[O:52])=[O:51])=[O:48])[CH2:46][C@H:12]2[CH:11]=[CH:10][CH2:9][CH2:8][CH2:7][CH2:6][CH2:5]1.[CH:56]([N:59]([CH2:63][CH3:64])[CH:60](C)C)(C)[CH3:57].ClC(Cl)([O:68]C(=O)OC(Cl)(Cl)Cl)Cl.C(NCC)C, predict the reaction product. The product is: [CH:53]1([S:50]([NH:49][C:47]([C@@:13]23[CH2:46][C@H:12]2[CH:11]=[CH:10][CH2:9][CH2:8][CH2:7][CH2:6][CH2:5][C@H:4]([NH:3][C:60]([N:59]([CH2:63][CH3:64])[CH2:56][CH3:57])=[O:68])[C:18](=[O:19])[N:17]2[CH2:20][C@H:21]([O:23][C:24]4[C:33]5[C:28](=[C:29]([CH3:36])[C:30]([O:34][CH3:35])=[CH:31][CH:32]=5)[N:27]=[C:26]([C:37]5[S:38][CH:39]=[C:40]([CH:42]([CH3:43])[CH3:44])[N:41]=5)[CH:25]=4)[CH2:22][C@H:16]2[C:15](=[O:45])[NH:14]3)=[O:48])(=[O:51])=[O:52])[CH2:54][CH2:55]1. (3) Given the reactants F[C:2]1[N:7]2[CH:8]=[C:9]([CH2:11][N:12]3[C@H:25]4[C@H:16]([CH2:17][CH2:18][C:19]5[C:24]4=[N:23][CH:22]=[CH:21][CH:20]=5)[CH2:15][CH2:14][CH2:13]3)[N:10]=[C:6]2[CH:5]=[CH:4][CH:3]=1.[CH3:26][C@@H:27]1[CH2:32][NH:31][C@@H:30]([CH3:33])[CH2:29][NH:28]1, predict the reaction product. The product is: [CH3:26][C@@H:27]1[CH2:32][NH:31][C@@H:30]([CH3:33])[CH2:29][N:28]1[C:2]1[N:7]2[CH:8]=[C:9]([CH2:11][N:12]3[C@H:25]4[C@H:16]([CH2:17][CH2:18][C:19]5[C:24]4=[N:23][CH:22]=[CH:21][CH:20]=5)[CH2:15][CH2:14][CH2:13]3)[N:10]=[C:6]2[CH:5]=[CH:4][CH:3]=1. (4) Given the reactants Br[C:2]1[C:3]([Cl:9])=[N:4][C:5]([Cl:8])=[N:6][CH:7]=1.[CH3:10][O:11][C:12]1[CH:19]=[CH:18][CH:17]=[CH:16][C:13]=1[CH:14]=[O:15], predict the reaction product. The product is: [Cl:8][C:5]1[N:4]=[C:3]([Cl:9])[C:2]([CH:14]([C:13]2[CH:16]=[CH:17][CH:18]=[CH:19][C:12]=2[O:11][CH3:10])[OH:15])=[CH:7][N:6]=1. (5) Given the reactants [Cl:1][C:2]1[CH:7]=[CH:6][CH:5]=[CH:4][C:3]=1[C:8]1[N:9]([CH2:26][C:27]2[N:32]=[C:31]([NH2:33])[CH:30]=[CH:29][CH:28]=2)[C:10]([C:13]2[CH:18]=[CH:17][C:16]([O:19][C:20]3[N:25]=[CH:24][CH:23]=[CH:22][N:21]=3)=[CH:15][CH:14]=2)=[CH:11][CH:12]=1.Cl, predict the reaction product. The product is: [ClH:1].[Cl:1][C:2]1[CH:7]=[CH:6][CH:5]=[CH:4][C:3]=1[C:8]1[N:9]([CH2:26][C:27]2[N:32]=[C:31]([NH2:33])[CH:30]=[CH:29][CH:28]=2)[C:10]([C:13]2[CH:14]=[CH:15][C:16]([O:19][C:20]3[N:25]=[CH:24][CH:23]=[CH:22][N:21]=3)=[CH:17][CH:18]=2)=[CH:11][CH:12]=1. (6) Given the reactants FC(F)(F)C(O)=O.[Cl:8][C:9]1[CH:14]=[C:13]2[NH:15][C:16](=[O:38])[C:17]3([CH:21]([C:22]4[CH:27]=[CH:26][CH:25]=[C:24]([Cl:28])[C:23]=4[F:29])[CH:20]([C:30]([OH:32])=O)[NH:19][CH:18]3[CH2:33][C:34]([CH3:37])([CH3:36])[CH3:35])[C:12]2=[CH:11][CH:10]=1.C(N(C(C)C)CC)(C)C.C1(P(Cl)(C2C=CC=CC=2)=O)C=CC=CC=1.[NH2:63][C:64]1[CH:71]=[CH:70][C:67]([C:68]#[N:69])=[CH:66][N:65]=1, predict the reaction product. The product is: [C:68]([C:67]1[CH:70]=[CH:71][C:64]([NH:63][C:30]([CH:20]2[NH:19][CH:18]([CH2:33][C:34]([CH3:36])([CH3:35])[CH3:37])[C:17]3([C:12]4[C:13](=[CH:14][C:9]([Cl:8])=[CH:10][CH:11]=4)[NH:15][C:16]3=[O:38])[CH:21]2[C:22]2[CH:27]=[CH:26][CH:25]=[C:24]([Cl:28])[C:23]=2[F:29])=[O:32])=[N:65][CH:66]=1)#[N:69]. (7) The product is: [OH:39][C@@H:37]([CH3:38])[C:35]([N:1]1[CH2:6][CH2:5][O:4][CH:3]([CH2:7][NH:8][C:9]([C:11]2[C:15]3[N:16]=[CH:17][N:18]=[C:19]([C:20]4[C:28]5[O:27][CH2:26][O:25][C:24]=5[CH:23]=[CH:22][C:21]=4[O:29][CH2:30][CH:31]4[CH2:32][CH2:33]4)[C:14]=3[NH:13][CH:12]=2)=[O:10])[CH2:2]1)=[O:36]. Given the reactants [NH:1]1[CH2:6][CH2:5][O:4][CH:3]([CH2:7][NH:8][C:9]([C:11]2[C:15]3[N:16]=[CH:17][N:18]=[C:19]([C:20]4[C:28]5[O:27][CH2:26][O:25][C:24]=5[CH:23]=[CH:22][C:21]=4[O:29][CH2:30][CH:31]4[CH2:33][CH2:32]4)[C:14]=3[NH:13][CH:12]=2)=[O:10])[CH2:2]1.Cl[C:35]([C@@H:37]([O:39]C(=O)C)[CH3:38])=[O:36], predict the reaction product. (8) Given the reactants [N:1]1[CH:6]=[CH:5][CH:4]=[CH:3][C:2]=1[O:7][CH2:8][C:9]1[CH:31]=[CH:30][C:12]([CH2:13][C:14]2[CH:18]=[C:17]([C:19]3[C:20]([NH:25][P:26](=[O:29])([OH:28])[OH:27])=[N:21][CH:22]=[CH:23][CH:24]=3)[O:16][N:15]=2)=[CH:11][CH:10]=1.[OH-].[Na+:33], predict the reaction product. The product is: [N:1]1[CH:6]=[CH:5][CH:4]=[CH:3][C:2]=1[O:7][CH2:8][C:9]1[CH:31]=[CH:30][C:12]([CH2:13][C:14]2[CH:18]=[C:17]([C:19]3[C:20]([NH:25][P:26]([O-:28])([O-:29])=[O:27])=[N:21][CH:22]=[CH:23][CH:24]=3)[O:16][N:15]=2)=[CH:11][CH:10]=1.[Na+:33].[Na+:33].